Task: Predict which catalyst facilitates the given reaction.. Dataset: Catalyst prediction with 721,799 reactions and 888 catalyst types from USPTO (1) Reactant: [CH:1]([N:14]1[CH2:17][C:16]([CH2:19][NH:20][C:21](=[O:24])[CH2:22]Cl)([OH:18])[CH2:15]1)([C:8]1[CH:13]=[CH:12][CH:11]=[CH:10][CH:9]=1)[C:2]1[CH:7]=[CH:6][CH:5]=[CH:4][CH:3]=1.CC(C)([O-])C.[K+]. Product: [CH:1]([N:14]1[CH2:17][C:16]2([CH2:19][NH:20][C:21](=[O:24])[CH2:22][O:18]2)[CH2:15]1)([C:8]1[CH:13]=[CH:12][CH:11]=[CH:10][CH:9]=1)[C:2]1[CH:7]=[CH:6][CH:5]=[CH:4][CH:3]=1. The catalyst class is: 1. (2) Product: [CH3:38][O:39][C:40]1[CH:49]=[C:48]([O:50][CH3:51])[CH:47]=[C:46]2[C:41]=1[C:42](=[O:64])[NH:43][C:44]([C:52]1[CH:57]=[CH:56][C:55]([N:58]3[CH2:59][CH2:60][NH:61][CH2:62][CH:63]3[C:7](=[O:8])[C:12]3[CH:11]=[CH:10][N:16]=[CH:14][CH:13]=3)=[CH:54][CH:53]=1)=[N:45]2. The catalyst class is: 1. Reactant: N1C=CC=CC=1[C:7](O)=[O:8].[CH:10]1[CH:11]=[CH:12][C:13]2N(O)N=[N:16][C:14]=2C=1.CCN=C=NCCCN(C)C.CCN(CC)CC.[CH3:38][O:39][C:40]1[CH:49]=[C:48]([O:50][CH3:51])[CH:47]=[C:46]2[C:41]=1[C:42](=[O:64])[NH:43][C:44]([C:52]1[CH:57]=[CH:56][C:55]([N:58]3[CH2:63][CH2:62][NH:61][CH2:60][CH2:59]3)=[CH:54][CH:53]=1)=[N:45]2. (3) Reactant: [Cl:1][C:2]1[CH:3]=[C:4]([CH:24]=[CH:25][CH:26]=1)[C:5]([N:7]=[C:8]1[N:12]([CH:13]([CH2:18][OH:19])[C:14]([O:16]C)=[O:15])[C:11]2[CH:20]=[CH:21][CH:22]=[CH:23][C:10]=2[S:9]1)=[O:6].[OH-].[Na+]. Product: [Cl:1][C:2]1[CH:3]=[C:4]([CH:24]=[CH:25][CH:26]=1)[C:5]([N:7]=[C:8]1[N:12]([CH:13]([CH2:18][OH:19])[C:14]([OH:16])=[O:15])[C:11]2[CH:20]=[CH:21][CH:22]=[CH:23][C:10]=2[S:9]1)=[O:6]. The catalyst class is: 5. (4) Product: [C:21]1([N:12]2[C:11]3[CH:10]=[CH:9][C:8]([C:5]4[CH:4]=[CH:3][C:2]([B:38]([OH:43])[OH:39])=[CH:7][CH:6]=4)=[CH:20][C:19]=3[C:18]3[C:13]2=[CH:14][CH:15]=[CH:16][CH:17]=3)[CH:26]=[CH:25][CH:24]=[CH:23][CH:22]=1. The catalyst class is: 7. Reactant: Br[C:2]1[CH:7]=[CH:6][C:5]([C:8]2[CH:9]=[CH:10][C:11]3[N:12]([C:21]4[CH:26]=[CH:25][CH:24]=[CH:23][CH:22]=4)[C:13]4[C:18]([C:19]=3[CH:20]=2)=[CH:17][CH:16]=[CH:15][CH:14]=4)=[CH:4][CH:3]=1.CCCCCC.C([Li])CCC.[B:38]([O:43]C)(OC)[O:39]C.Cl.